Predict which catalyst facilitates the given reaction. From a dataset of Catalyst prediction with 721,799 reactions and 888 catalyst types from USPTO. (1) Reactant: CC1C=CC(S(O[CH2:12][CH2:13][O:14][CH2:15][CH2:16][O:17][CH2:18][CH2:19][N:20]2[C:24](=[O:25])/[C:23](=[CH:26]/[C:27]3[CH:32]=[CH:31][C:30]([O:33][C:34]4[CH:39]=[CH:38][C:37]([C:40]#[N:41])=[CH:36][C:35]=4[C:42]([F:45])([F:44])[F:43])=[C:29]([O:46][CH3:47])[CH:28]=3)/[S:22][C:21]2=[O:48])(=O)=O)=CC=1.[N-:49]=[N+:50]=[N-:51].[Na+]. Product: [N:49]([CH2:12][CH2:13][O:14][CH2:15][CH2:16][O:17][CH2:18][CH2:19][N:20]1[C:24](=[O:25])/[C:23](=[CH:26]/[C:27]2[CH:32]=[CH:31][C:30]([O:33][C:34]3[CH:39]=[CH:38][C:37]([C:40]#[N:41])=[CH:36][C:35]=3[C:42]([F:43])([F:44])[F:45])=[C:29]([O:46][CH3:47])[CH:28]=2)/[S:22][C:21]1=[O:48])=[N+:50]=[N-:51]. The catalyst class is: 8. (2) Reactant: Br[C:2]1[CH:7]=[CH:6][C:5]([CH:8]([N:13]2[CH2:27][CH2:26][C:16]3([O:21][CH2:20][C:19](=[O:22])[N:18]([CH:23]4[CH2:25][CH2:24]4)[CH2:17]3)[CH2:15][CH2:14]2)[C:9]([O:11][CH3:12])=[O:10])=[C:4]([F:28])[CH:3]=1.CC1(C)C(C)(C)OB([C:37]2[CH:46]=[C:45]3[C:40]([CH:41]=[CH:42][CH:43]=[N:44]3)=[CH:39][CH:38]=2)O1.C(=O)([O-])[O-].[K+].[K+]. Product: [CH:23]1([N:18]2[CH2:17][C:16]3([CH2:26][CH2:27][N:13]([CH:8]([C:5]4[CH:6]=[CH:7][C:2]([C:37]5[CH:46]=[C:45]6[C:40]([CH:41]=[CH:42][CH:43]=[N:44]6)=[CH:39][CH:38]=5)=[CH:3][C:4]=4[F:28])[C:9]([O:11][CH3:12])=[O:10])[CH2:14][CH2:15]3)[O:21][CH2:20][C:19]2=[O:22])[CH2:25][CH2:24]1. The catalyst class is: 368. (3) Reactant: [CH2:1]([N:8]1[C:17](=[O:18])[C:16]2[C:11](=[CH:12][C:13]([Cl:19])=[CH:14][CH:15]=2)[N:10]=[C:9]1[CH:20]([N:24]([CH2:34][CH:35]([F:55])[CH2:36][O:37][Si](C(C)(C)C)(C1C=CC=CC=1)C1C=CC=CC=1)[C:25](=[O:33])[C:26]1[CH:31]=[CH:30][C:29]([CH3:32])=[CH:28][CH:27]=1)[CH:21]([CH3:23])[CH3:22])[C:2]1[CH:7]=[CH:6][CH:5]=[CH:4][CH:3]=1.[F-].C([N+](CCCC)(CCCC)CCCC)CCC. Product: [CH2:1]([N:8]1[C:17](=[O:18])[C:16]2[C:11](=[CH:12][C:13]([Cl:19])=[CH:14][CH:15]=2)[N:10]=[C:9]1[CH:20]([N:24]([CH2:34][CH:35]([F:55])[CH2:36][OH:37])[C:25](=[O:33])[C:26]1[CH:31]=[CH:30][C:29]([CH3:32])=[CH:28][CH:27]=1)[CH:21]([CH3:23])[CH3:22])[C:2]1[CH:7]=[CH:6][CH:5]=[CH:4][CH:3]=1. The catalyst class is: 1. (4) Reactant: [CH2:1]([C@H:8]([NH:19][C:20](=[O:43])[O:21][NH:22][C:23](=[O:42])[C@@H:24]([NH:29][C:30]([C:32]1[CH:41]=[CH:40][C:39]2[C:34](=[CH:35][CH:36]=[CH:37][CH:38]=2)[N:33]=1)=[O:31])[CH2:25][C:26]([NH2:28])=[O:27])[C@H:9]([OH:18])[CH2:10][NH:11][O:12][CH:13]1[CH2:17][CH2:16][CH2:15][CH2:14]1)[C:2]1[CH:7]=[CH:6][CH:5]=[CH:4][CH:3]=1.C([N:63]1[C:71]2[C:66](=[CH:67][CH:68]=[C:69]([S:72](Cl)(=[O:74])=[O:73])[CH:70]=2)[CH:65]=[N:64]1)(C1C=CC=CC=1)(C1C=CC=CC=1)C1C=CC=CC=1.C(N(C(C)C)CC)(C)C. Product: [CH2:1]([C@H:8]([NH:19][C:20](=[O:43])[O:21][NH:22][C:23](=[O:42])[C@@H:24]([NH:29][C:30]([C:32]1[CH:41]=[CH:40][C:39]2[C:34](=[CH:35][CH:36]=[CH:37][CH:38]=2)[N:33]=1)=[O:31])[CH2:25][C:26]([NH2:28])=[O:27])[C@H:9]([OH:18])[CH2:10][N:11]([O:12][CH:13]1[CH2:14][CH2:15][CH2:16][CH2:17]1)[S:72]([C:69]1[CH:70]=[C:71]2[C:66]([CH:65]=[N:64][NH:63]2)=[CH:67][CH:68]=1)(=[O:74])=[O:73])[C:2]1[CH:7]=[CH:6][CH:5]=[CH:4][CH:3]=1. The catalyst class is: 7. (5) Reactant: [NH2:1][C:2]1[CH:7]=[CH:6][C:5]([CH:8]([CH3:12])[C:9]([OH:11])=[O:10])=[CH:4][CH:3]=1. Product: [O:10]=[C:9]1[CH2:8][CH2:5][CH2:4][N:1]1[C:2]1[CH:3]=[CH:4][C:5]([CH:8]([CH3:12])[C:9]([OH:11])=[O:10])=[CH:6][CH:7]=1. The catalyst class is: 33. (6) Reactant: C([Mg]Br)(C)C.Br[C:7]1[S:8][C:9]([CH3:12])=[CH:10][N:11]=1.[Cl:13][CH2:14][C:15](N1CCOCC1)=[O:16]. Product: [Cl:13][CH2:14][C:15]([C:7]1[S:8][C:9]([CH3:12])=[CH:10][N:11]=1)=[O:16]. The catalyst class is: 1.